From a dataset of Peptide-MHC class I binding affinity with 185,985 pairs from IEDB/IMGT. Regression. Given a peptide amino acid sequence and an MHC pseudo amino acid sequence, predict their binding affinity value. This is MHC class I binding data. The peptide sequence is WSADGSSMY. The MHC is HLA-B08:01 with pseudo-sequence HLA-B08:01. The binding affinity (normalized) is 0.0847.